Task: Predict which catalyst facilitates the given reaction.. Dataset: Catalyst prediction with 721,799 reactions and 888 catalyst types from USPTO (1) Reactant: [NH:1]([C:3]1[CH:11]=[CH:10][C:6]([C:7]([OH:9])=[O:8])=[CH:5][CH:4]=1)[NH2:2].C(N(C(C)C)CC)(C)C.[C:21](Cl)([C:34]1[CH:39]=[CH:38][CH:37]=[CH:36][CH:35]=1)([C:28]1[CH:33]=[CH:32][CH:31]=[CH:30][CH:29]=1)[C:22]1[CH:27]=[CH:26][CH:25]=[CH:24][CH:23]=1. Product: [C:21]([NH:2][NH:1][C:3]1[CH:4]=[CH:5][C:6]([C:7]([OH:9])=[O:8])=[CH:10][CH:11]=1)([C:22]1[CH:27]=[CH:26][CH:25]=[CH:24][CH:23]=1)([C:34]1[CH:35]=[CH:36][CH:37]=[CH:38][CH:39]=1)[C:28]1[CH:29]=[CH:30][CH:31]=[CH:32][CH:33]=1. The catalyst class is: 9. (2) Reactant: [OH:1][NH:2][CH2:3][CH2:4][NH:5][C:6](=[O:28])[C:7]1[CH:12]=[CH:11][C:10]([C:13]#[C:14][C:15]2[CH:20]=[CH:19][C:18]([CH2:21][N:22]3[CH2:27][CH2:26][O:25][CH2:24][CH2:23]3)=[CH:17][CH:16]=2)=[CH:9][CH:8]=1.[CH:29](OCC(F)(F)F)=[O:30].CCN(C(C)C)C(C)C. Product: [CH:29]([N:2]([OH:1])[CH2:3][CH2:4][NH:5][C:6](=[O:28])[C:7]1[CH:8]=[CH:9][C:10]([C:13]#[C:14][C:15]2[CH:20]=[CH:19][C:18]([CH2:21][N:22]3[CH2:27][CH2:26][O:25][CH2:24][CH2:23]3)=[CH:17][CH:16]=2)=[CH:11][CH:12]=1)=[O:30]. The catalyst class is: 1.